Dataset: Catalyst prediction with 721,799 reactions and 888 catalyst types from USPTO. Task: Predict which catalyst facilitates the given reaction. Reactant: N1C=NN=N1.[F:6][C:7]1[C:12]([F:13])=[CH:11][CH:10]=[CH:9][C:8]=1[NH:14][C:15](=[O:46])[CH2:16][C:17]1[NH:21][N:20]=[C:19]([NH:22][C:23]2[C:32]3[C:27](=[CH:28][C:29]([O:41][CH2:42][CH2:43][O:44][CH3:45])=[CH:30][C:31]=3[O:33][CH2:34][CH2:35][N:36]([CH2:38][CH2:39][OH:40])[CH3:37])[N:26]=[CH:25][N:24]=2)[CH:18]=1.C(N(CC)[P:50]([O:56][C:57]([CH3:60])([CH3:59])[CH3:58])[O:51][C:52]([CH3:55])([CH3:54])[CH3:53])C.OO.S(S([O-])=O)([O-])(=O)=[O:66].[Na+].[Na+].C(=O)([O-])O.[Na+]. Product: [P:50]([O:40][CH2:39][CH2:38][N:36]([CH2:35][CH2:34][O:33][C:31]1[CH:30]=[C:29]([O:41][CH2:42][CH2:43][O:44][CH3:45])[CH:28]=[C:27]2[C:32]=1[C:23]([NH:22][C:19]1[CH:18]=[C:17]([CH2:16][C:15]([NH:14][C:8]3[CH:9]=[CH:10][CH:11]=[C:12]([F:13])[C:7]=3[F:6])=[O:46])[NH:21][N:20]=1)=[N:24][CH:25]=[N:26]2)[CH3:37])([O:51][C:52]([CH3:53])([CH3:54])[CH3:55])([O:56][C:57]([CH3:58])([CH3:59])[CH3:60])=[O:66]. The catalyst class is: 44.